This data is from Full USPTO retrosynthesis dataset with 1.9M reactions from patents (1976-2016). The task is: Predict the reactants needed to synthesize the given product. (1) The reactants are: [CH:1]1[C:10]2[C:5](=[CH:6][CH:7]=[CH:8][CH:9]=2)[CH:4]=[CH:3][N:2]=1.[CH3:11][O:12][C:13]1[CH:14]=[C:15]2[C:19](=[CH:20][CH:21]=1)[N:18]([CH3:22])[C:17](=[O:23])[C:16]2=[O:24].FC(F)(F)S(O[C:31]1[CH:36]=[CH:35][CH:34]=[CH:33][C:32]=1[Si](C)(C)C)(=O)=O.[F-].[K+].O1CCOCCOCCOCCOCCOCC1. Given the product [CH3:11][O:12][C:13]1[CH:14]=[C:15]2[C:19](=[CH:20][CH:21]=1)[N:18]([CH3:22])[C:17](=[O:23])[C:16]12[O:24][CH:1]2[C:10]3[C:5]([CH:4]=[CH:3][N:2]2[C:32]2[CH:33]=[CH:34][CH:35]=[CH:36][C:31]1=2)=[CH:6][CH:7]=[CH:8][CH:9]=3, predict the reactants needed to synthesize it. (2) Given the product [CH2:1]([C:8]1([N:15]([CH3:17])[CH3:16])[CH2:13][CH2:12][CH:11]([NH:20][CH2:18][CH3:19])[CH2:10][CH2:9]1)[C:2]1[CH:7]=[CH:6][CH:5]=[CH:4][CH:3]=1, predict the reactants needed to synthesize it. The reactants are: [CH2:1]([C:8]1([N:15]([CH3:17])[CH3:16])[CH2:13][CH2:12][C:11](=O)[CH2:10][CH2:9]1)[C:2]1[CH:7]=[CH:6][CH:5]=[CH:4][CH:3]=1.[CH2:18]([NH2:20])[CH3:19].C(O[BH-](OC(=O)C)OC(=O)C)(=O)C.[Na+].[OH-].[Na+]. (3) Given the product [F:1][C:2]1[N:10]=[C:9]2[C:5]([N:6]=[C:7]([CH2:11][C:12]3[C:20]([I:21])=[CH:19][C:15]4[O:16][CH2:17][O:18][C:14]=4[CH:13]=3)[N:8]2[CH2:69][CH2:68][N:67]([CH:64]([CH3:65])[CH3:66])[CH2:71][CH2:72][CH2:73][CH2:74][O:75][C:76]([C:89]2[CH:94]=[CH:93][CH:92]=[CH:91][CH:90]=2)([C:83]2[CH:84]=[CH:85][CH:86]=[CH:87][CH:88]=2)[C:77]2[CH:78]=[CH:79][CH:80]=[CH:81][CH:82]=2)=[C:4]([NH2:22])[N:3]=1, predict the reactants needed to synthesize it. The reactants are: [F:1][C:2]1[N:10]=[C:9]2[C:5]([N:6]=[C:7]([CH2:11][C:12]3[C:20]([I:21])=[CH:19][C:15]4[O:16][CH2:17][O:18][C:14]=4[CH:13]=3)[NH:8]2)=[C:4]([NH2:22])[N:3]=1.C1C=CC(COC(/N=N/C(OCC2C=CC=CC=2)=O)=O)=CC=1.C1(P(C2C=CC=CC=2)C2C=CC=CC=2)C=CC=CC=1.[CH:64]([N:67]([CH2:71][CH2:72][CH2:73][CH2:74][O:75][C:76]([C:89]1[CH:94]=[CH:93][CH:92]=[CH:91][CH:90]=1)([C:83]1[CH:88]=[CH:87][CH:86]=[CH:85][CH:84]=1)[C:77]1[CH:82]=[CH:81][CH:80]=[CH:79][CH:78]=1)[CH2:68][CH2:69]O)([CH3:66])[CH3:65]. (4) Given the product [CH2:14]([NH:18][C:1](=[O:13])[CH2:2][CH2:3][CH2:4][CH2:5][CH2:6][CH2:7][CH2:8][CH2:9][CH:10]=[CH2:11])[CH2:15][CH:16]=[CH2:17], predict the reactants needed to synthesize it. The reactants are: [C:1]([OH:13])(=O)[CH2:2][CH2:3][CH2:4][CH2:5][CH2:6][CH2:7][CH2:8][CH2:9][CH:10]=[CH2:11].[CH2:14]([NH2:18])[CH2:15][CH:16]=[CH2:17]. (5) Given the product [CH3:11][C:10]1[CH:9]=[CH:8][CH:7]=[C:3]2[C:2]=1[N:1]=[C:17]([CH2:16][CH2:15][N:14]([CH3:20])[CH3:13])[NH:6][C:4]2=[O:5], predict the reactants needed to synthesize it. The reactants are: [NH2:1][C:2]1[C:10]([CH3:11])=[CH:9][CH:8]=[CH:7][C:3]=1[C:4]([NH2:6])=[O:5].Cl.[CH3:13][N:14]([CH3:20])[CH2:15][CH2:16][C:17](O)=O. (6) Given the product [CH3:7][O:8][C:9](=[O:32])/[C:10](/[NH:21][C:22]([O:24][CH2:25][C:26]1[CH:27]=[CH:28][CH:29]=[CH:30][CH:31]=1)=[O:23])=[CH:38]/[C:37]1[CH:40]=[CH:41][C:42]([N:43]2[CH:47]=[C:46]([CH3:48])[N:45]=[CH:44]2)=[C:35]([O:34][CH3:33])[CH:36]=1, predict the reactants needed to synthesize it. The reactants are: CC(C)([O-])C.[K+].[CH3:7][O:8][C:9](=[O:32])[CH:10]([NH:21][C:22]([O:24][CH2:25][C:26]1[CH:31]=[CH:30][CH:29]=[CH:28][CH:27]=1)=[O:23])P(OOCC)(OOCC)=O.[CH3:33][O:34][C:35]1[CH:36]=[C:37]([CH:40]=[CH:41][C:42]=1[N:43]1[CH:47]=[C:46]([CH3:48])[N:45]=[CH:44]1)[CH:38]=O.[Cl-].[NH4+]. (7) Given the product [CH3:1][C:2]([C:27]1[CH:28]=[N:29][CH:30]=[CH:31][CH:32]=1)([CH2:9][C:10]1[CH:11]=[CH:12][C:13]([O:16][CH2:17][CH2:18][CH2:19][NH:20][C:21]2[CH:26]=[CH:25][CH:24]=[CH:23][N:22]=2)=[CH:14][CH:15]=1)[CH2:3][C:4]([OH:6])=[O:5], predict the reactants needed to synthesize it. The reactants are: [CH3:1][C:2]([C:27]1[CH:28]=[N:29][CH:30]=[CH:31][CH:32]=1)([CH2:9][C:10]1[CH:15]=[CH:14][C:13]([O:16][CH2:17][CH2:18][CH2:19][NH:20][C:21]2[CH:26]=[CH:25][CH:24]=[CH:23][N:22]=2)=[CH:12][CH:11]=1)[CH2:3][C:4]([O:6]CC)=[O:5].FC(F)(F)C(O)=O.